This data is from Peptide-MHC class I binding affinity with 185,985 pairs from IEDB/IMGT. The task is: Regression. Given a peptide amino acid sequence and an MHC pseudo amino acid sequence, predict their binding affinity value. This is MHC class I binding data. (1) The MHC is HLA-A23:01 with pseudo-sequence HLA-A23:01. The peptide sequence is DRYRARHSL. The binding affinity (normalized) is 0. (2) The peptide sequence is AVFPRYHPR. The MHC is HLA-A02:06 with pseudo-sequence HLA-A02:06. The binding affinity (normalized) is 0.293. (3) The binding affinity (normalized) is 1.00. The MHC is HLA-A26:02 with pseudo-sequence HLA-A26:02. The peptide sequence is FVAAFDHFY. (4) The peptide sequence is KCIKKGVEY. The MHC is HLA-B15:01 with pseudo-sequence HLA-B15:01. The binding affinity (normalized) is 0. (5) The peptide sequence is FALISFLL. The MHC is H-2-Dd with pseudo-sequence H-2-Dd. The binding affinity (normalized) is 0.342. (6) The MHC is HLA-A68:02 with pseudo-sequence HLA-A68:02. The binding affinity (normalized) is 0.575. The peptide sequence is ELPDGQVITI. (7) The peptide sequence is MPFDPSELV. The MHC is HLA-A26:01 with pseudo-sequence HLA-A26:01. The binding affinity (normalized) is 0.0847. (8) The peptide sequence is SMRSVQRNTV. The MHC is HLA-A29:02 with pseudo-sequence HLA-A29:02. The binding affinity (normalized) is 0.